This data is from Catalyst prediction with 721,799 reactions and 888 catalyst types from USPTO. The task is: Predict which catalyst facilitates the given reaction. (1) Reactant: ON1C2C=CC=CC=2N=N1.Cl.CN(C)CCCN=C=NCC.[Cl:23][C:24]1[CH:29]=[CH:28][C:27]([CH:30]([C:49]2[CH:54]=[CH:53][C:52]([Cl:55])=[CH:51][CH:50]=2)[N:31]2[CH2:34][CH:33]([CH2:35][S:36]([NH:39][C:40]3[CH:48]=[CH:47][CH:46]=[CH:45][C:41]=3C(O)=O)(=[O:38])=[O:37])[CH2:32]2)=[CH:26][CH:25]=1.Cl.[NH2:57][C@@H:58]([C:60]([NH2:62])=[O:61])[CH3:59].[O:63]1CCC[CH2:64]1. Product: [Cl:55][C:52]1[CH:51]=[CH:50][C:49]([CH:30]([C:27]2[CH:28]=[CH:29][C:24]([Cl:23])=[CH:25][CH:26]=2)[N:31]2[CH2:32][CH:33]([CH2:35][S:36]([NH:39][C:40]3[CH:48]=[C:47]([CH:46]=[CH:45][CH:41]=3)[C:64]([NH:57][C@@H:58]([C:60](=[O:61])[NH2:62])[CH3:59])=[O:63])(=[O:38])=[O:37])[CH2:34]2)=[CH:54][CH:53]=1. The catalyst class is: 236. (2) Reactant: [CH3:1][C:2]1[C:3]([C:13]([OH:15])=O)=[CH:4][S:5][C:6]=1[N:7]1[CH2:11][CH2:10][CH2:9][CH:8]1[CH3:12].Cl.[NH2:17][CH2:18][C:19]1[C:20](=[O:27])[NH:21][C:22]([CH3:26])=[CH:23][C:24]=1[CH3:25].CN1CCOCC1.C(Cl)CCl.C1C=NC2N(O)N=NC=2C=1. Product: [CH3:25][C:24]1[CH:23]=[C:22]([CH3:26])[NH:21][C:20](=[O:27])[C:19]=1[CH2:18][NH:17][C:13]([C:3]1[C:2]([CH3:1])=[C:6]([N:7]2[CH2:11][CH2:10][CH2:9][CH:8]2[CH3:12])[S:5][CH:4]=1)=[O:15]. The catalyst class is: 16. (3) Reactant: Cl[C:2]1[C:11]2=[N:12][N:13](CC3C=CC(OC)=CC=3)[CH:14]=[C:10]2[C:9]2[CH:8]=[C:7]([O:24][CH3:25])[CH:6]=[CH:5][C:4]=2[N:3]=1.[NH:26]1[C:34]2[C:29](=[CH:30][CH:31]=[C:32]([NH2:35])[CH:33]=2)[CH:28]=[N:27]1.Cl. Product: [NH:26]1[C:34]2[C:29](=[CH:30][CH:31]=[C:32]([NH:35][C:2]3[C:11]4=[N:12][NH:13][CH:14]=[C:10]4[C:9]4[CH:8]=[C:7]([O:24][CH3:25])[CH:6]=[CH:5][C:4]=4[N:3]=3)[CH:33]=2)[CH:28]=[N:27]1. The catalyst class is: 71. (4) Reactant: [CH3:1][O:2][C:3](=[O:12])[C:4]1[CH:9]=[C:8]([Br:10])[CH:7]=[CH:6][C:5]=1[CH3:11].C(OOC(=O)C1C=CC=CC=1)(=O)C1C=CC=CC=1.C1C(=O)N([Br:38])C(=O)C1. Product: [CH3:1][O:2][C:3](=[O:12])[C:4]1[CH:9]=[C:8]([Br:10])[CH:7]=[CH:6][C:5]=1[CH2:11][Br:38]. The catalyst class is: 53. (5) Reactant: [Cl:1][C:2]1[N:7]=[C:6](Cl)[C:5]2[CH2:9][CH2:10][CH2:11][C:4]=2[N:3]=1.[C:12]([O:16][C:17]([N:19]1[CH2:24][CH2:23][CH:22]([NH2:25])[CH2:21][CH2:20]1)=[O:18])([CH3:15])([CH3:14])[CH3:13]. Product: [C:12]([O:16][C:17]([N:19]1[CH2:24][CH2:23][CH:22]([NH:25][C:6]2[C:5]3[CH2:9][CH2:10][CH2:11][C:4]=3[N:3]=[C:2]([Cl:1])[N:7]=2)[CH2:21][CH2:20]1)=[O:18])([CH3:15])([CH3:13])[CH3:14]. The catalyst class is: 3.